Binary Classification. Given a miRNA mature sequence and a target amino acid sequence, predict their likelihood of interaction. From a dataset of Experimentally validated miRNA-target interactions with 360,000+ pairs, plus equal number of negative samples. (1) The miRNA is hsa-miR-500b-5p with sequence AAUCCUUGCUACCUGGGU. Result: 0 (no interaction). The protein sequence of the target gene is MTEKTNGVKSSPANNHNHHAPPAIKANGKDDHRTSSRPHSAADDDTSSELQRLADVDAPQQGRSGFRRIVRLVGIIREWANKNFREEEPRPDSFLERFRGPELQTVTTQEGDGKGDKDGEDKGTKKKFELFVLDPAGDWYYCWLFVIAMPVLYNWCLLVARACFSDLQKGYYLVWLVLDYVSDVVYIADLFIRLRTGFLEQGLLVKDTKKLRDNYIHTLQFKLDVASIIPTDLIYFAVDIHSPEVRFNRLLHFARMFEFFDRTETRTNYPNIFRISNLVLYILVIIHWNACIYYAISKSI.... (2) The miRNA is hsa-miR-450a-1-3p with sequence AUUGGGAACAUUUUGCAUGUAU. The protein sequence of the target gene is MAETLEFNDVYQEVKGSMNDGRLRLSRQGIIFKNSKTGKVDNIQAGELTEGIWRRVALGHGLKLLTKNGHVYKYDGFRESEFEKLSDFFKTHYRLELMEKDLCVKGWNWGTVKFGGQLLSFDIGDQPVFEIPLSNVSQCTTGKNEVTLEFHQNDDAEVSLMEVRFYVPPTQEDGVDPVEAFAQNVLSKADVIQATGDAICIFRELQCLTPRGRYDIRIYPTFLHLHGKTFDYKIPYTTVLRLFLLPHKDQRQMFFVISLDPPIKQGQTRYHFLILLFSKDEDISLTLNMNEEEVEKRFEG.... Result: 1 (interaction). (3) Result: 1 (interaction). The miRNA is hsa-miR-1306-3p with sequence ACGUUGGCUCUGGUGGUG. The protein sequence of the target gene is MGNVLAASSPPAGPPPPPAPALVGLPPPPPSPPGFTLPPLGGSLGAGTSTSRSSERTPGAATASASGAAEDGACGCLPNPGTFEECHRKCKELFPIQMEGVKLTVNKGLSNHFQVNHTVALSTIGESNYHFGVTYVGTKQLSPTEAFPVLVGDMDNSGSLNAQVIHQLGPGLRSKMAIQTQQSKFVNWQVDGEYRGSDFTAAVTLGNPDVLVGSGILVAHYLQSITPCLALGGELVYHRRPGEEGTVMSLAGKYTLNNWLATVTLGQAGMHATYYHKASDQLQVGVEFEASTRMQDTSVS.... (4) The miRNA is hsa-miR-6764-5p with sequence UCCCAGGGUCUGGUCAGAGUUG. The protein sequence of the target gene is MDFIFHEKQEGFLCAQHCLNNLLQGEYFSPVELASIAHQLDEEERMRMAEGGVTSEEYLAFLQQPSENMDDTGFFSIQVISNALKFWGLEIIHFNNPEYQKLGIDPINERSFICNYKQHWFTIRKFGKHWFNLNSLLAGPELISDTCLANFLARLQQQAYSVFVVKGDLPDCEADQLLQIISVEEMDTPKLNGKKLVKQKEHRVYKTVLEKVSEESDESGTSDQDEEDFQRALELSRQETNREDEHLRSTIELSMQGSSGNTSQDLPKTSCVTPASEQPKKIKEDYFEKHQQEQKQQQQQ.... Result: 0 (no interaction). (5) The miRNA is hsa-miR-630 with sequence AGUAUUCUGUACCAGGGAAGGU. The protein sequence of the target gene is MTSMTQSLREVIKAMTKARNFERVLGKITLVSAAPGKVICEMKVEEEHTNAIGTLHGGLTATLVDNISTMALLCTERGAPGVSVDMNITYMSPAKLGEDIVITAHVLKQGKTLAFTSVDLTNKATGKLIAQGRHTKHLGN. Result: 0 (no interaction).